This data is from Cav3 T-type calcium channel HTS with 100,875 compounds. The task is: Binary Classification. Given a drug SMILES string, predict its activity (active/inactive) in a high-throughput screening assay against a specified biological target. (1) The drug is O1C(C(=O)/C(=C(/Nc2c(cccc2)C)C)C1=O)C. The result is 0 (inactive). (2) The molecule is S=c1n(c(n[nH]1)c1n[nH]c(c1)c1occc1)c1ccc(cc1)C(O)=O. The result is 0 (inactive). (3) The molecule is O1C(CCC1)CNc1nc(nc2c1cccc2)c1ccncc1. The result is 0 (inactive).